Dataset: Forward reaction prediction with 1.9M reactions from USPTO patents (1976-2016). Task: Predict the product of the given reaction. (1) Given the reactants C[O:2][C:3](=[O:16])[C:4]1[CH:9]=[CH:8][C:7]([N:10]2[CH2:15][CH2:14][O:13][CH2:12][CH2:11]2)=[CH:6][CH:5]=1.COC(=O)C1C=CC(N2CCCC2)=CC=1, predict the reaction product. The product is: [N:10]1([C:7]2[CH:6]=[CH:5][C:4]([C:3]([OH:16])=[O:2])=[CH:9][CH:8]=2)[CH2:11][CH2:12][O:13][CH2:14][CH2:15]1. (2) Given the reactants [OH-:1].[Na+].S([C:7]1[CH:8]=[C:9]([C:16]([OH:18])=[O:17])[C:10](=[CH:14][CH:15]=1)[C:11]([OH:13])=[O:12])(O)(=O)=O.Cl, predict the reaction product. The product is: [OH:1][C:7]1[CH:8]=[C:9]([C:16]([OH:18])=[O:17])[C:10](=[CH:14][CH:15]=1)[C:11]([OH:13])=[O:12].